Predict the product of the given reaction. From a dataset of Forward reaction prediction with 1.9M reactions from USPTO patents (1976-2016). (1) Given the reactants N#N.[CH2:3]([NH:10][C:11](=[O:29])[C:12]1[CH:17]=[C:16](B2OC(C)(C)C(C)(C)O2)[CH:15]=[CH:14][C:13]=1[O:27][CH3:28])[C:4]1[CH:9]=[CH:8][CH:7]=[CH:6][CH:5]=1.Br[C:31]1[C:40]2[C:35](=[CH:36][CH:37]=[CH:38][CH:39]=2)[C:34](=[O:41])[N:33]([CH3:42])[CH:32]=1.[O-]P([O-])([O-])=O.[K+].[K+].[K+], predict the reaction product. The product is: [CH2:3]([NH:10][C:11](=[O:29])[C:12]1[CH:17]=[C:16]([C:31]2[C:40]3[C:35](=[CH:36][CH:37]=[CH:38][CH:39]=3)[C:34](=[O:41])[N:33]([CH3:42])[CH:32]=2)[CH:15]=[CH:14][C:13]=1[O:27][CH3:28])[C:4]1[CH:5]=[CH:6][CH:7]=[CH:8][CH:9]=1. (2) Given the reactants [CH3:1][CH2:2][C:3]([OH:5])=O.[Cl:6][S:7]([N:10]=C=O)(=[O:9])=[O:8], predict the reaction product. The product is: [C:3]([NH:10][S:7]([Cl:6])(=[O:9])=[O:8])(=[O:5])[CH2:2][CH3:1].